This data is from Reaction yield outcomes from USPTO patents with 853,638 reactions. The task is: Predict the reaction yield, written as a fraction of the theoretical maximum amount of product (1.0 means a 100% yield; for example, 0.34 means a 34% yield). (1) The catalyst is CO. The yield is 0.800. The product is [CH:33]1([N:28]2[C:29]3[C:24](=[CH:23][C:22]([F:47])=[C:21]([N:19]4[CH2:18][C@H:14]5[C@H:13]([NH:12][CH2:17][CH2:16][CH2:15]5)[CH2:20]4)[C:30]=3[O:31][CH3:32])[C:25](=[O:46])[C:26]([C:36]([O:38][CH2:39][C:40]3[CH:41]=[CH:42][CH:43]=[CH:44][CH:45]=3)=[O:37])=[CH:27]2)[CH2:35][CH2:34]1. The reactants are C(Cl)(=O)C.C(OC([N:12]1[CH2:17][CH2:16][CH2:15][C@H:14]2[CH2:18][N:19]([C:21]3[C:30]([O:31][CH3:32])=[C:29]4[C:24]([C:25](=[O:46])[C:26]([C:36]([O:38][CH2:39][C:40]5[CH:45]=[CH:44][CH:43]=[CH:42][CH:41]=5)=[O:37])=[CH:27][N:28]4[CH:33]4[CH2:35][CH2:34]4)=[CH:23][C:22]=3[F:47])[CH2:20][C@@H:13]12)=O)(C)(C)C.Cl. (2) The reactants are [CH3:1][C:2]1[O:6][N:5]=[CH:4][C:3]=1[C:7]([OH:9])=O.C(Cl)CCl.C1C=NC2N(O)N=NC=2C=1.[F:24][C:25]1[CH:30]=[CH:29][C:28]([C:31]2[N:32]=[C:33]([C@H:36]3[CH2:41][CH2:40][CH2:39][NH:38][CH2:37]3)[O:34][CH:35]=2)=[CH:27][CH:26]=1. The catalyst is O1CCOCC1. The product is [F:24][C:25]1[CH:30]=[CH:29][C:28]([C:31]2[N:32]=[C:33]([C@H:36]3[CH2:41][CH2:40][CH2:39][N:38]([C:7]([C:3]4[CH:4]=[N:5][O:6][C:2]=4[CH3:1])=[O:9])[CH2:37]3)[O:34][CH:35]=2)=[CH:27][CH:26]=1. The yield is 0.520. (3) The reactants are COC(=O)CC1CCN(C(OC(C)(C)C)=O)CC1.C(C1C=NC=CC=1[CH2:27][C:28]([CH3:33])([CH3:32])[C:29]([NH2:31])=[O:30])=O.[OH:34][CH:35]([C:54]1[C:55](NC(=O)C(C)(C)C)=[N:56][CH:57]=[CH:58][CH:59]=1)[CH:36]([CH:41]1[CH2:46][CH2:45][N:44]([C:47]([O:49][C:50]([CH3:53])([CH3:52])[CH3:51])=[O:48])[CH2:43][CH2:42]1)[C:37]([O:39][CH3:40])=[O:38]. No catalyst specified. The product is [OH:34][CH:35]([C:54]1[CH:55]=[N:56][CH:57]=[CH:58][C:59]=1[NH:31][C:29](=[O:30])[C:28]([CH3:33])([CH3:32])[CH3:27])[CH:36]([CH:41]1[CH2:42][CH2:43][N:44]([C:47]([O:49][C:50]([CH3:51])([CH3:53])[CH3:52])=[O:48])[CH2:45][CH2:46]1)[C:37]([O:39][CH3:40])=[O:38]. The yield is 0.540. (4) The reactants are [CH2:1]([N:8]([CH2:10][CH2:11][NH:12][C:13](=[O:19])[O:14][C:15]([CH3:18])([CH3:17])[CH3:16])C)C1C=CC=CC=1. The catalyst is CO.O.[OH-].[OH-].[Pd+2]. The product is [CH3:1][NH:8][CH2:10][CH2:11][NH:12][C:13](=[O:19])[O:14][C:15]([CH3:17])([CH3:16])[CH3:18]. The yield is 0.940. (5) The reactants are C(N(CC)CC)C.[NH2:8][C:9]1[C:17]2[C:12](=[N:13][CH:14]=[C:15]([Cl:32])[C:16]=2[N:18]2[CH2:23][CH2:22][CH2:21][C@@H:20]([NH:24][C:25](=[O:31])[O:26][C:27]([CH3:30])([CH3:29])[CH3:28])[CH2:19]2)[NH:11][CH:10]=1.[CH3:33][CH:34]([CH3:39])[CH2:35][C:36](Cl)=[O:37].CC#N.O. The catalyst is CN1C(=O)CCC1.C(Cl)Cl.O[Li].O. The product is [Cl:32][C:15]1[C:16]([N:18]2[CH2:23][CH2:22][CH2:21][C@@H:20]([NH:24][C:25](=[O:31])[O:26][C:27]([CH3:28])([CH3:29])[CH3:30])[CH2:19]2)=[C:17]2[C:9]([NH:8][C:36](=[O:37])[CH2:35][CH:34]([CH3:39])[CH3:33])=[CH:10][NH:11][C:12]2=[N:13][CH:14]=1. The yield is 0.530. (6) The reactants are Cl[C:2]1[N:7]=[C:6]([C:8]([NH:10][C:11]2[C:21]([CH3:22])=[CH:20][C:14]([C:15]([O:17][CH2:18][CH3:19])=[O:16])=[CH:13][C:12]=2[CH3:23])=[O:9])[C:5]([CH3:24])=[CH:4][CH:3]=1.[CH3:25][C:26]1([OH:32])[CH2:31][CH2:30][NH:29][CH2:28][CH2:27]1.C([O-])([O-])=O.[Cs+].[Cs+].C1(P(C2C=CC=CC=2)C2C=CC3C(=CC=CC=3)C=2C2C3C(=CC=CC=3)C=CC=2P(C2C=CC=CC=2)C2C=CC=CC=2)C=CC=CC=1. The catalyst is O1CCOCC1.CC([O-])=O.CC([O-])=O.[Pd+2]. The product is [OH:32][C:26]1([CH3:25])[CH2:31][CH2:30][N:29]([C:2]2[N:7]=[C:6]([C:8]([NH:10][C:11]3[C:21]([CH3:22])=[CH:20][C:14]([C:15]([O:17][CH2:18][CH3:19])=[O:16])=[CH:13][C:12]=3[CH3:23])=[O:9])[C:5]([CH3:24])=[CH:4][CH:3]=2)[CH2:28][CH2:27]1. The yield is 0.800. (7) The reactants are C(N(CC)[C:4]([C:6]1[CH:15]=[CH:14][C:13]2[C:8](=[CH:9][CH:10]=[CH:11][CH:12]=2)[C:7]=1[C:16]1[CH:21]=[CH:20][CH:19]=[C:18]([O:22][CH3:23])[CH:17]=1)=[O:5])C. The catalyst is C1COCC1. The yield is 0.900. The product is [CH3:23][O:22][C:18]1[CH:17]=[C:16]([C:7]2[C:8]3[C:13](=[CH:12][CH:11]=[CH:10][CH:9]=3)[CH:14]=[CH:15][C:6]=2[CH:4]=[O:5])[CH:21]=[CH:20][CH:19]=1. (8) The reactants are C[O:2][C:3]([C:5]1[CH:6]=[CH:7][C:8]2[N:9]([N:11]=[CH:12][N:13]=2)[CH:10]=1)=[O:4].[OH-].[K+].Cl. The catalyst is C1COCC1.O. The product is [N:13]1[CH:12]=[N:11][N:9]2[CH:10]=[C:5]([C:3]([OH:4])=[O:2])[CH:6]=[CH:7][C:8]=12. The yield is 0.610. (9) The reactants are [C:1]([C:5]1[O:9][N:8]=[C:7]([C:10]([NH:12][CH2:13][C:14]2[CH:19]=[CH:18][C:17]([C:20]3[CH:25]=[CH:24][N:23]=[C:22]4[NH:26][C:27]([C:29]5[CH:30]=[N:31][N:32]([CH2:34][CH2:35][N:36]6C(=O)C7C(=CC=CC=7)C6=O)[CH:33]=5)=[N:28][C:21]=34)=[CH:16][C:15]=2[F:47])=[O:11])[N:6]=1)([CH3:4])([CH3:3])[CH3:2].O.NN. The catalyst is C(O)C.O. The product is [NH2:36][CH2:35][CH2:34][N:32]1[CH:33]=[C:29]([C:27]2[NH:26][C:22]3=[N:23][CH:24]=[CH:25][C:20]([C:17]4[CH:18]=[CH:19][C:14]([CH2:13][NH:12][C:10]([C:7]5[N:6]=[C:5]([C:1]([CH3:2])([CH3:4])[CH3:3])[O:9][N:8]=5)=[O:11])=[C:15]([F:47])[CH:16]=4)=[C:21]3[N:28]=2)[CH:30]=[N:31]1. The yield is 0.100.